Dataset: Blood-brain barrier permeability classification from the B3DB database. Task: Regression/Classification. Given a drug SMILES string, predict its absorption, distribution, metabolism, or excretion properties. Task type varies by dataset: regression for continuous measurements (e.g., permeability, clearance, half-life) or binary classification for categorical outcomes (e.g., BBB penetration, CYP inhibition). Dataset: b3db_classification. (1) The molecule is Nc1c2c(nc3ccccc13)CCC[C@H]2O. The result is 1 (penetrates BBB). (2) The compound is COc1ccc(OC[C@H]2CN(C)CC[C@H]2c2ccccc2)cc1. The result is 1 (penetrates BBB). (3) The molecule is CON=C(C(=O)NC1C(=O)N2C(C(=O)OC(C)OC(C)=O)=C(COC(N)=O)CSC12)c1ccco1. The result is 0 (does not penetrate BBB). (4) The molecule is NC(C(=O)NC1C(=O)N2C(C(=O)O)=C(CSc3cn[nH]n3)CSC12)c1ccc(O)cc1. The result is 0 (does not penetrate BBB).